Dataset: Catalyst prediction with 721,799 reactions and 888 catalyst types from USPTO. Task: Predict which catalyst facilitates the given reaction. (1) Product: [F:46][C:47]1([F:53])[CH2:52][CH2:51][N:50]([C:20]([C:15]2[NH:16][C:17]3[C:13]([CH:14]=2)=[CH:12][C:11]([C:9]([N:6]2[CH2:7][CH2:8][CH:4]([N:3]([CH3:23])[CH3:2])[CH2:5]2)=[O:10])=[CH:19][CH:18]=3)=[O:21])[CH2:49][CH2:48]1. The catalyst class is: 9. Reactant: Cl.[CH3:2][N:3]([CH3:23])[CH:4]1[CH2:8][CH2:7][N:6]([C:9]([C:11]2[CH:12]=[C:13]3[C:17](=[CH:18][CH:19]=2)[NH:16][C:15]([C:20](O)=[O:21])=[CH:14]3)=[O:10])[CH2:5]1.F[B-](F)(F)F.N1(OC(N(C)C)=[N+](C)C)C2C=CC=CC=2N=N1.[F:46][C:47]1([F:53])[CH2:52][CH2:51][NH:50][CH2:49][CH2:48]1.C(N(CC)C(C)C)(C)C. (2) Reactant: [F:1][C:2]([F:14])([F:13])[C:3]1[CH:4]=[C:5]([CH2:9][C:10]([OH:12])=[O:11])[CH:6]=[CH:7][CH:8]=1.C([Li])CCC.Br[CH2:21][CH2:22][CH2:23][Cl:24]. Product: [Cl:24][CH2:23][CH2:22][CH2:21][CH:9]([C:5]1[CH:6]=[CH:7][CH:8]=[C:3]([C:2]([F:13])([F:14])[F:1])[CH:4]=1)[C:10]([OH:12])=[O:11]. The catalyst class is: 1. (3) Product: [C:44]([O:48][C:49]([N:51]1[CH2:52][CH2:53][CH:54]([NH:57][C:58]2[C:63]([NH:64][C:8](=[O:10])[CH2:7][C:6]3[C:2]([CH3:1])=[N:3][O:4][CH:5]=3)=[CH:62][N:61]=[C:60]3[N:67]([S:70]([C:73]4[CH:78]=[CH:77][CH:76]=[CH:75][CH:74]=4)(=[O:71])=[O:72])[CH:68]=[CH:69][C:59]=23)[CH2:55][CH2:56]1)=[O:50])([CH3:47])([CH3:45])[CH3:46]. Reactant: [CH3:1][C:2]1[C:6]([CH2:7][C:8]([OH:10])=O)=[CH:5][O:4][N:3]=1.CN(C(ON1N=NC2C=CC=NC1=2)=[N+](C)C)C.F[P-](F)(F)(F)(F)F.C(N(C(C)C)CC)(C)C.[C:44]([O:48][C:49]([N:51]1[CH2:56][CH2:55][CH:54]([NH:57][C:58]2[C:63]([N+:64]([O-])=O)=[CH:62][N:61]=[C:60]3[N:67]([S:70]([C:73]4[CH:78]=[CH:77][CH:76]=[CH:75][CH:74]=4)(=[O:72])=[O:71])[CH:68]=[CH:69][C:59]=23)[CH2:53][CH2:52]1)=[O:50])([CH3:47])([CH3:46])[CH3:45].C([O-])(O)=O.[Na+]. The catalyst class is: 85. (4) Reactant: Cl[Si:2]([Cl:12])([Cl:11])[CH2:3][CH:4]([CH2:9][CH3:10])[CH2:5][CH2:6][CH2:7][CH3:8].[CH2:13]([Mg]Br)[CH2:14][CH2:15][CH2:16][CH2:17][CH2:18][CH2:19][CH3:20]. Product: [Cl:12][Si:2]([Cl:11])([CH2:3][CH:4]([CH2:9][CH3:10])[CH2:5][CH2:6][CH2:7][CH3:8])[CH2:13][CH2:14][CH2:15][CH2:16][CH2:17][CH2:18][CH2:19][CH3:20]. The catalyst class is: 305.